Dataset: Reaction yield outcomes from USPTO patents with 853,638 reactions. Task: Predict the reaction yield, written as a fraction of the theoretical maximum amount of product (1.0 means a 100% yield; for example, 0.34 means a 34% yield). (1) The reactants are [Cl:1][C:2]1[CH:3]=[C:4]([CH:12]([CH2:16][CH:17]2[CH2:21][CH2:20][CH2:19][CH2:18]2)[C:13]([OH:15])=O)[CH:5]=[CH:6][C:7]=1[S:8]([CH3:11])(=[O:10])=[O:9].C(Cl)(=O)C(Cl)=O.[NH2:28][C:29]1[CH:38]=[CH:37][C:36]2[C:31](=[CH:32][CH:33]=[CH:34][CH:35]=2)[N:30]=1.N1C=CC=CC=1. The catalyst is C(Cl)Cl.CN(C)C=O.O. The product is [Cl:1][C:2]1[CH:3]=[C:4]([CH:12]([CH2:16][CH:17]2[CH2:21][CH2:20][CH2:19][CH2:18]2)[C:13]([NH:28][C:29]2[CH:38]=[CH:37][C:36]3[C:31](=[CH:32][CH:33]=[CH:34][CH:35]=3)[N:30]=2)=[O:15])[CH:5]=[CH:6][C:7]=1[S:8]([CH3:11])(=[O:9])=[O:10]. The yield is 0.660. (2) The reactants are [C:1]([CH:3]([CH2:9][C:10]#[N:11])C(OCC)=O)#[N:2].N1C=CC=CC=1.F[B-](F)(F)F.[C:23]1([N+:29]#[N:30])[CH:28]=[CH:27][CH:26]=[CH:25][CH:24]=1. The catalyst is CO. The product is [C:23]1([N:29]=[N:30][CH:3]([CH2:9][C:10]#[N:11])[C:1]#[N:2])[CH:28]=[CH:27][CH:26]=[CH:25][CH:24]=1. The yield is 0.280. (3) The reactants are [CH3:1][C:2]1[O:3][C:4]([CH3:9])=[CH:5][C:6](=[O:8])[CH:7]=1. The catalyst is C(O)C.[Pd]. The product is [CH3:1][C@@H:2]1[CH2:7][C:6](=[O:8])[CH2:5][C@H:4]([CH3:9])[O:3]1. The yield is 0.174. (4) The reactants are [C:1]([NH:4][C:5]([NH2:7])=[NH:6])(=[O:3])[CH3:2].Br[CH2:9][C:10]([C:12]1[CH:17]=[CH:16][C:15]([O:18][C:19]([F:22])([F:21])[F:20])=[CH:14][CH:13]=1)=O. The catalyst is CN(C=O)C. The product is [F:20][C:19]([F:21])([F:22])[O:18][C:15]1[CH:14]=[CH:13][C:12]([C:10]2[N:6]=[C:5]([NH:4][C:1](=[O:3])[CH3:2])[NH:7][CH:9]=2)=[CH:17][CH:16]=1. The yield is 0.300. (5) The reactants are S(Cl)(Cl)(=O)=O.C(SSC(C)C)(C)C.[CH:14]([S:17]Cl)([CH3:16])[CH3:15].[C:19]1([NH:29][C:30]2[CH:35]=[CH:34][C:33]([CH2:36][C@H:37]([NH:43][C:44]3[C:47]4([CH2:52][CH2:51][O:50][CH2:49][CH2:48]4)[C:46](=[O:53])[CH:45]=3)[C:38]([O:40][CH2:41][CH3:42])=[O:39])=[CH:32][CH:31]=2)[C:28]2[C:23](=[CH:24][CH:25]=[N:26][CH:27]=2)[CH:22]=[CH:21][N:20]=1. The catalyst is O1CCCC1. The product is [CH:14]([S:17][C:45]1[C:46](=[O:53])[C:47]2([CH2:52][CH2:51][O:50][CH2:49][CH2:48]2)[C:44]=1[NH:43][C@@H:37]([CH2:36][C:33]1[CH:32]=[CH:31][C:30]([NH:29][C:19]2[C:28]3[C:23](=[CH:24][CH:25]=[N:26][CH:27]=3)[CH:22]=[CH:21][N:20]=2)=[CH:35][CH:34]=1)[C:38]([O:40][CH2:41][CH3:42])=[O:39])([CH3:16])[CH3:15]. The yield is 0.775. (6) The product is [Cl:8][C:6]1[N:5]=[CH:4][N:3]=[C:2]([NH:22][CH2:21][CH2:20][O:19][CH3:18])[CH:7]=1. The yield is 0.820. The reactants are Cl[C:2]1[CH:7]=[C:6]([Cl:8])[N:5]=[CH:4][N:3]=1.CCN(C(C)C)C(C)C.[CH3:18][O:19][CH2:20][CH2:21][NH2:22].O. The catalyst is CC(O)C. (7) The reactants are [Cl:1][C:2]1[CH:10]=[CH:9][CH:8]=[C:7]([Cl:11])[C:3]=1[C:4]([OH:6])=[O:5].[N+:12]([O-])([OH:14])=[O:13]. The catalyst is S(=O)(=O)(O)O. The product is [Cl:1][C:2]1[C:10]([N+:12]([O-:14])=[O:13])=[CH:9][CH:8]=[C:7]([Cl:11])[C:3]=1[C:4]([OH:6])=[O:5]. The yield is 0.570.